From a dataset of Full USPTO retrosynthesis dataset with 1.9M reactions from patents (1976-2016). Predict the reactants needed to synthesize the given product. (1) Given the product [CH2:9]([O:11][C:12](=[O:15])[CH2:13][NH:14][C:18](=[O:19])[C:17](=[CH2:16])[CH2:21][C:22]1[CH:27]=[CH:26][CH:25]=[CH:24][CH:23]=1)[CH3:10], predict the reactants needed to synthesize it. The reactants are: C(N(CC)CC)C.Cl.[CH2:9]([O:11][C:12](=[O:15])[CH2:13][NH2:14])[CH3:10].[CH2:16]=[C:17]([CH2:21][C:22]1[CH:27]=[CH:26][CH:25]=[CH:24][CH:23]=1)[C:18](O)=[O:19].C1(N=C=NC2CCCCC2)CCCCC1. (2) Given the product [Br:8][C:18]1[C:10]([Br:9])=[CH:11][C:12]2[O:16][CH2:15][CH2:14][C:13]=2[CH:17]=1, predict the reactants needed to synthesize it. The reactants are: C1C(=O)N([Br:8])C(=O)C1.[Br:9][C:10]1[CH:18]=[CH:17][C:13]2[CH2:14][CH2:15][O:16][C:12]=2[CH:11]=1.O. (3) Given the product [NH2:7][C@H:8]([C:16]([OH:18])=[O:17])[CH2:9][C:10]1[CH:15]=[CH:14][CH:13]=[CH:12][CH:11]=1, predict the reactants needed to synthesize it. The reactants are: C(O)(=O)C(C)O.[NH2:7][C@H:8]([C:16]([OH:18])=[O:17])[CH2:9][C:10]1[CH:15]=[CH:14][CH:13]=[CH:12][CH:11]=1.C(OC(=O)[C@H](CC1C=CC=CC=1)N)C. (4) The reactants are: Br[C:2]1[C:7]2[S:8][C:9]([C:11]3[C:16]([F:17])=[CH:15][N:14]=[C:13]([NH:18][CH2:19][CH2:20][N:21]4[CH:25]=[CH:24][N:23]=[N:22]4)[N:12]=3)=[CH:10][C:6]=2[CH:5]=[CH:4][CH:3]=1.[B:26]1([B:26]2[O:30][C:29]([CH3:32])([CH3:31])[C:28]([CH3:34])([CH3:33])[O:27]2)[O:30][C:29]([CH3:32])([CH3:31])[C:28]([CH3:34])([CH3:33])[O:27]1.C([O-])(=O)C.[K+]. Given the product [F:17][C:16]1[C:11]([C:9]2[S:8][C:7]3[C:2]([B:26]4[O:30][C:29]([CH3:32])([CH3:31])[C:28]([CH3:34])([CH3:33])[O:27]4)=[CH:3][CH:4]=[CH:5][C:6]=3[CH:10]=2)=[N:12][C:13]([NH:18][CH2:19][CH2:20][N:21]2[CH:25]=[CH:24][N:23]=[N:22]2)=[N:14][CH:15]=1, predict the reactants needed to synthesize it. (5) The reactants are: [CH2:1]([N:4]1[CH:8]=[CH:7][N:6]=[CH:5]1)[CH:2]=[CH2:3].[CH2:9]([Cl:12])[CH:10]=[CH2:11].C1(C)C=CC=CC=1. Given the product [Cl-:12].[CH2:1]([N+:4]1[CH:8]=[CH:7][N:6]([CH2:11][CH:10]=[CH2:9])[CH:5]=1)[CH:2]=[CH2:3], predict the reactants needed to synthesize it.